This data is from Forward reaction prediction with 1.9M reactions from USPTO patents (1976-2016). The task is: Predict the product of the given reaction. (1) Given the reactants [NH2:1][C:2]1[CH:7]=[CH:6][C:5]([CH3:8])=[CH:4][C:3]=1[S:9]([NH2:12])(=[O:11])=[O:10].[Cl:13][C:14]1[C:19]([Cl:20])=[CH:18][CH:17]=[CH:16][C:15]=1[S:21](Cl)(=[O:23])=[O:22], predict the reaction product. The product is: [Cl:13][C:14]1[C:19]([Cl:20])=[CH:18][CH:17]=[CH:16][C:15]=1[S:21]([NH:1][C:2]1[CH:7]=[CH:6][C:5]([CH3:8])=[CH:4][C:3]=1[S:9]([NH2:12])(=[O:10])=[O:11])(=[O:23])=[O:22]. (2) Given the reactants [F:1][C@:2]1([CH3:20])[C:6]([OH:8])([CH3:7])[C@@H:5]([CH2:9][OH:10])[O:4][CH:3]1[N:11]1[CH:16]=[C:15]([CH3:17])[C:14](=[O:18])[NH:13][C:12]1=[O:19].C(=NC1CCCCC1)=NC1CCCCC1.[C:36]([O:40][C:41]([NH:43][C@@H:44]([CH3:48])[C:45](O)=[O:46])=[O:42])([CH3:39])([CH3:38])[CH3:37].O, predict the reaction product. The product is: [C:36]([O:40][C:41]([NH:43][C@@H:44]([CH3:48])[C:45]([O:10][CH2:9][C@@H:5]1[C:6]([OH:8])([CH3:7])[C@:2]([F:1])([CH3:20])[CH:3]([N:11]2[CH:16]=[C:15]([CH3:17])[C:14](=[O:18])[NH:13][C:12]2=[O:19])[O:4]1)=[O:46])=[O:42])([CH3:39])([CH3:38])[CH3:37]. (3) Given the reactants [Si]([O:8][CH2:9][C@:10]1([CH3:34])[S:16][CH2:15][CH2:14][N:13]2[C:17]([C:20]3([C:23]4[CH:28]=[CH:27][C:26]([C:29]5[O:30][CH:31]=[CH:32][N:33]=5)=[CH:25][CH:24]=4)[CH2:22][CH2:21]3)=[N:18][N:19]=[C:12]2[CH2:11]1)(C(C)(C)C)(C)C.Cl, predict the reaction product. The product is: [CH3:34][C@@:10]1([CH2:9][OH:8])[S:16][CH2:15][CH2:14][N:13]2[C:17]([C:20]3([C:23]4[CH:24]=[CH:25][C:26]([C:29]5[O:30][CH:31]=[CH:32][N:33]=5)=[CH:27][CH:28]=4)[CH2:22][CH2:21]3)=[N:18][N:19]=[C:12]2[CH2:11]1. (4) Given the reactants [F:1][C:2]([F:22])([F:21])[O:3][C:4]1[CH:9]=[CH:8][CH:7]=[CH:6][C:5]=1[S:10]([C:13]1[CH:20]=[CH:19][C:16]([C:17]#[N:18])=[CH:15][CH:14]=1)(=[O:12])=[O:11].B, predict the reaction product. The product is: [F:22][C:2]([F:1])([F:21])[O:3][C:4]1[CH:9]=[CH:8][CH:7]=[CH:6][C:5]=1[S:10]([C:13]1[CH:20]=[CH:19][C:16]([CH2:17][NH2:18])=[CH:15][CH:14]=1)(=[O:12])=[O:11]. (5) Given the reactants Cl[C:2]1[C:7]([C:8]([O:10][CH2:11][CH3:12])=[O:9])=[CH:6][N:5]=[C:4]([Cl:13])[C:3]=1[Cl:14].[F:15][C:16]1[CH:22]=[CH:21][C:19]([NH2:20])=[C:18]([CH3:23])[CH:17]=1, predict the reaction product. The product is: [Cl:14][C:3]1[C:4]([Cl:13])=[N:5][CH:6]=[C:7]([C:2]=1[NH:20][C:19]1[CH:21]=[CH:22][C:16]([F:15])=[CH:17][C:18]=1[CH3:23])[C:8]([O:10][CH2:11][CH3:12])=[O:9].